From a dataset of Reaction yield outcomes from USPTO patents with 853,638 reactions. Predict the reaction yield, written as a fraction of the theoretical maximum amount of product (1.0 means a 100% yield; for example, 0.34 means a 34% yield). (1) The reactants are [Cl:1][C:2]1[CH:18]=[CH:17][C:5]([O:6][C:7]2[CH:14]=[CH:13][C:12]([CH2:15]Cl)=[CH:11][C:8]=2[C:9]#[N:10])=[CH:4][C:3]=1[C:19]([F:22])([F:21])[F:20].[CH3:23][O:24][C:25]1[N:30]=[CH:29][C:28]([CH2:31][C:32]2[C:33](=[O:39])[NH:34][C:35](=[S:38])[NH:36][CH:37]=2)=[CH:27][N:26]=1.CCN(C(C)C)C(C)C. The catalyst is ClCCCl. The product is [Cl:1][C:2]1[CH:18]=[CH:17][C:5]([O:6][C:7]2[CH:14]=[CH:13][C:12]([CH2:15][S:38][C:35]3[NH:36][CH:37]=[C:32]([CH2:31][C:28]4[CH:29]=[N:30][C:25]([O:24][CH3:23])=[N:26][CH:27]=4)[C:33](=[O:39])[N:34]=3)=[CH:11][C:8]=2[C:9]#[N:10])=[CH:4][C:3]=1[C:19]([F:22])([F:21])[F:20]. The yield is 0.216. (2) The reactants are [Cl:1][C:2]1[CH:3]=[C:4]([N:11]2[C:20]3[C:15](=[CH:16][C:17]([S:21]([NH:24][C:25]4[CH:29]=[CH:28][O:27][N:26]=4)(=[O:23])=[O:22])=[CH:18][CH:19]=3)[CH:14]=[CH:13][C:12]2=[O:30])[C:5]([O:9][CH3:10])=[N:6][C:7]=1Cl.[CH:31]1(B(O)O)[CH2:33][CH2:32]1. The catalyst is CCOC(C)=O.CS(C)=O. The product is [Cl:1][C:2]1[CH:3]=[C:4]([N:11]2[C:20]3[C:15](=[CH:16][C:17]([S:21]([NH:24][C:25]4[CH:29]=[CH:28][O:27][N:26]=4)(=[O:22])=[O:23])=[CH:18][CH:19]=3)[CH:14]=[CH:13][C:12]2=[O:30])[C:5]([O:9][CH3:10])=[N:6][C:7]=1[CH:31]1[CH2:33][CH2:32]1. The yield is 0.420.